Predict the reaction yield, written as a fraction of the theoretical maximum amount of product (1.0 means a 100% yield; for example, 0.34 means a 34% yield). From a dataset of Reaction yield outcomes from USPTO patents with 853,638 reactions. (1) The reactants are [CH3:1][O:2][C:3](=[O:20])[C:4]1[CH:9]=[C:8]([N+:10]([O-])=O)[CH:7]=[C:6]([C:13]2[CH:18]=[CH:17][C:16]([CH3:19])=[CH:15][N:14]=2)[CH:5]=1.Cl[Sn]Cl. The catalyst is CO.C(OCC)(=O)C. The product is [CH3:1][O:2][C:3](=[O:20])[C:4]1[CH:5]=[C:6]([C:13]2[CH:18]=[CH:17][C:16]([CH3:19])=[CH:15][N:14]=2)[CH:7]=[C:8]([NH2:10])[CH:9]=1. The yield is 0.900. (2) The product is [Cl:24][C:25]1[N:26]=[CH:27][N:28]([C:30]2[CH:36]=[CH:35][C:33]([NH:34][C:2]3[N:3]=[C:4]([NH:22][CH3:23])[C:5]4[CH2:10][CH2:9][CH:8]([C:11]5[CH:16]=[CH:15][C:14]([O:17][C:18]([F:21])([F:19])[F:20])=[CH:13][CH:12]=5)[C:6]=4[N:7]=3)=[CH:32][C:31]=2[O:37][CH3:38])[CH:29]=1. The catalyst is C(O)(=O)C.C1COCC1. The reactants are Cl[C:2]1[N:3]=[C:4]([NH:22][CH3:23])[C:5]2[CH2:10][CH2:9][CH:8]([C:11]3[CH:16]=[CH:15][C:14]([O:17][C:18]([F:21])([F:20])[F:19])=[CH:13][CH:12]=3)[C:6]=2[N:7]=1.[Cl:24][C:25]1[N:26]=[CH:27][N:28]([C:30]2[CH:36]=[CH:35][C:33]([NH2:34])=[CH:32][C:31]=2[O:37][CH3:38])[CH:29]=1. The yield is 0.268. (3) The reactants are Cl[C:2]1[CH:3]=[C:4]([CH:41]=[CH:42][C:43]=1[F:44])[C:5]1[C:10]([C:11]2[CH:20]=[CH:19][C:18]3[C:13](=[CH:14][CH:15]=[C:16]([C:21]4[N:25]([CH:26]5[CH2:31][CH2:30][CH2:29][CH2:28][CH2:27]5)[C:24]5[CH:32]=[CH:33][C:34]([C:36]([OH:38])=[O:37])=[CH:35][C:23]=5[N:22]=4)[CH:17]=3)[N:12]=2)=[CH:9][C:8]([O:39][CH3:40])=[CH:7][CH:6]=1.COC(C1C=CC2N(C3CCCCC3)C(C3C=C4C(=CC=3)N=C(C3C=C(OC)C=CC=3Br)C=C4)=NC=2C=1)=O.[F:83]C1C=C(B(O)O)C=CC=1F. No catalyst specified. The product is [CH:26]1([N:25]2[C:24]3[CH:32]=[CH:33][C:34]([C:36]([OH:38])=[O:37])=[CH:35][C:23]=3[N:22]=[C:21]2[C:16]2[CH:17]=[C:18]3[C:13](=[CH:14][CH:15]=2)[N:12]=[C:11]([C:10]2[C:5]([C:4]4[CH:41]=[CH:42][C:43]([F:44])=[C:2]([F:83])[CH:3]=4)=[CH:6][CH:7]=[C:8]([O:39][CH3:40])[CH:9]=2)[CH:20]=[CH:19]3)[CH2:31][CH2:30][CH2:29][CH2:28][CH2:27]1. The yield is 0.250. (4) The reactants are [N+:1]([C:4]1[CH:12]=[C:11]2[C:7]([CH:8]=[C:9]([C:13]#[N:14])[NH:10]2)=[CH:6][CH:5]=1)([O-])=O. The catalyst is [Ni].CCO. The product is [NH2:1][C:4]1[CH:12]=[C:11]2[C:7]([CH:8]=[C:9]([C:13]#[N:14])[NH:10]2)=[CH:6][CH:5]=1. The yield is 0.490. (5) The catalyst is CN(C1C=CN=CC=1)C.C(Cl)Cl. The yield is 0.570. The product is [Si:31]([O:1][CH2:2][C@H:3]([CH2:19][CH:20]=[CH2:21])[CH2:4][C@H:5]1[CH2:9][O:8][C:7]([CH3:11])([CH3:10])[N:6]1[C:12]([O:14][C:15]([CH3:18])([CH3:17])[CH3:16])=[O:13])([C:28]([CH3:30])([CH3:29])[CH3:27])([CH3:33])[CH3:32]. The reactants are [OH:1][CH2:2][C@H:3]([CH2:19][CH:20]=[CH2:21])[CH2:4][C@H:5]1[CH2:9][O:8][C:7]([CH3:11])([CH3:10])[N:6]1[C:12]([O:14][C:15]([CH3:18])([CH3:17])[CH3:16])=[O:13].N1C=CN=C1.[CH3:27][C:28]([Si:31](Cl)([CH3:33])[CH3:32])([CH3:30])[CH3:29].